Dataset: Peptide-MHC class I binding affinity with 185,985 pairs from IEDB/IMGT. Task: Regression. Given a peptide amino acid sequence and an MHC pseudo amino acid sequence, predict their binding affinity value. This is MHC class I binding data. The MHC is HLA-A02:01 with pseudo-sequence HLA-A02:01. The peptide sequence is FAGKTVWFV. The binding affinity (normalized) is 0.782.